Dataset: Forward reaction prediction with 1.9M reactions from USPTO patents (1976-2016). Task: Predict the product of the given reaction. Given the reactants [CH2:1]([N:8]1[CH:40]=[N:39][C:38]2[N:13]([C@@H:14]3[O:37][C@H:27]([CH2:28][O:29][CH2:30][C:31]4[CH:36]=[CH:35][CH:34]=[CH:33][CH:32]=4)[C@@H:21](OC(SC)=S)[C@H:15]3OC(SC)=S)[CH:12]=[N:11][C:10]=2[C:9]1=[O:41])[C:2]1[CH:7]=[CH:6][CH:5]=[CH:4][CH:3]=1.[PH2](O)=O.C(N1CCCCC1)C.N(C(C)(C)C#N)=NC(C)(C)C#N, predict the reaction product. The product is: [CH2:1]([N:8]1[CH:40]=[N:39][C:38]2[N:13]([C@@H:14]3[O:37][C@H:27]([CH2:28][O:29][CH2:30][C:31]4[CH:36]=[CH:35][CH:34]=[CH:33][CH:32]=4)[CH:21]=[CH:15]3)[CH:12]=[N:11][C:10]=2[C:9]1=[O:41])[C:2]1[CH:7]=[CH:6][CH:5]=[CH:4][CH:3]=1.